This data is from Reaction yield outcomes from USPTO patents with 853,638 reactions. The task is: Predict the reaction yield, written as a fraction of the theoretical maximum amount of product (1.0 means a 100% yield; for example, 0.34 means a 34% yield). The reactants are C([NH:4][OH:5])(=O)C.C([O-])([O-])=O.[K+].[K+].F[C:13]1[CH:20]=[CH:19][C:18]([N:21]2[C:25]3[C:26](=[O:43])[N:27]([C:30]4[CH:35]=[CH:34][C:33]([N:36]5[CH2:41][CH2:40][CH2:39][CH2:38][C:37]5=[O:42])=[CH:32][CH:31]=4)[CH2:28][CH2:29][C:24]=3[C:23]([C:44]([F:47])([F:46])[F:45])=[N:22]2)=[CH:17][C:14]=1[C:15]#[N:16].C(O)(C(F)(F)F)=O. The catalyst is CN(C=O)C.O. The product is [NH2:16][C:15]1[C:14]2[CH:17]=[C:18]([N:21]3[C:25]4[C:26](=[O:43])[N:27]([C:30]5[CH:35]=[CH:34][C:33]([N:36]6[CH2:41][CH2:40][CH2:39][CH2:38][C:37]6=[O:42])=[CH:32][CH:31]=5)[CH2:28][CH2:29][C:24]=4[C:23]([C:44]([F:46])([F:45])[F:47])=[N:22]3)[CH:19]=[CH:20][C:13]=2[O:5][N:4]=1. The yield is 0.670.